This data is from Full USPTO retrosynthesis dataset with 1.9M reactions from patents (1976-2016). The task is: Predict the reactants needed to synthesize the given product. (1) The reactants are: [NH:1]([C:14]([O:16][C:17]([CH3:20])([CH3:19])[CH3:18])=[O:15])[C@@H:2]([C:11]([OH:13])=O)[CH2:3][C:4](=[O:10])[O:5][C:6]([CH3:9])([CH3:8])[CH3:7].C1C=CC2N(O)N=NC=2C=1.CCN=C=NCCCN(C)C.Cl.Cl.[C:44]1([C:50]2[CH:51]=[C:52]([CH2:59][O:60][C:61]3[CH:70]=[CH:69][C:64]4[NH:65][CH2:66][CH2:67][O:68][C:63]=4[CH:62]=3)[S:53][C:54]=2[C:55]([F:58])([F:57])[F:56])[CH:49]=[CH:48][CH:47]=[CH:46][CH:45]=1. Given the product [C:6]([O:5][C:4](=[O:10])[CH2:3][C@@H:2]([NH:1][C:14]([O:16][C:17]([CH3:20])([CH3:19])[CH3:18])=[O:15])[C:11](=[O:13])[N:65]1[C:64]2[CH:69]=[CH:70][C:61]([O:60][CH2:59][C:52]3[S:53][C:54]([C:55]([F:58])([F:56])[F:57])=[C:50]([C:44]4[CH:49]=[CH:48][CH:47]=[CH:46][CH:45]=4)[CH:51]=3)=[CH:62][C:63]=2[O:68][CH2:67][CH2:66]1)([CH3:7])([CH3:8])[CH3:9], predict the reactants needed to synthesize it. (2) The reactants are: [CH3:1][O:2][C:3]1[CH:4]=[C:5]2[C:9](=[CH:10][CH:11]=1)[NH:8][CH:7]=[C:6]2[CH:12]1[CH2:17][CH2:16][C:15](=O)[CH2:14][CH2:13]1.[NH:19]1[C:27]2[C:22](=[C:23]([N:28]3[CH2:33][CH2:32][NH:31][CH2:30][CH2:29]3)[CH:24]=[CH:25][CH:26]=2)[CH:21]=[CH:20]1.C(O[BH-](OC(=O)C)OC(=O)C)(=O)C.[Na+].C(O)(=O)C. Given the product [CH3:1][O:2][C:3]1[CH:4]=[C:5]2[C:9](=[CH:10][CH:11]=1)[NH:8][CH:7]=[C:6]2[C@H:12]1[CH2:17][CH2:16][C@@H:15]([N:31]2[CH2:32][CH2:33][N:28]([C:23]3[CH:24]=[CH:25][CH:26]=[C:27]4[C:22]=3[CH:21]=[CH:20][NH:19]4)[CH2:29][CH2:30]2)[CH2:14][CH2:13]1, predict the reactants needed to synthesize it. (3) Given the product [CH2:1]([C:5]12[CH2:21][C:20](=[O:22])[C:19]([CH3:23])=[C:6]1[C:7]1[C:12]([CH2:13][CH2:14]2)=[CH:11][C:10]([OH:15])=[CH:9][CH:8]=1)[CH2:2][CH2:3][CH3:4], predict the reactants needed to synthesize it. The reactants are: [CH2:1]([C:5]12[CH2:21][C:20](=[O:22])[C:19]([CH3:23])=[C:6]1[C:7]1[C:12]([CH2:13][CH2:14]2)=[CH:11][C:10]([O:15]COC)=[CH:9][CH:8]=1)[CH2:2][CH2:3][CH3:4].Cl. (4) Given the product [CH:26]1([C:29]2[O:24][C:3]3[C:4]([C:20]([O:22][CH3:23])=[O:21])=[CH:5][C:6]4[N:10]=[C:9]([NH:11][C:12]5[C:17]([Cl:18])=[CH:16][CH:15]=[CH:14][C:13]=5[Cl:19])[NH:8][C:7]=4[C:2]=3[N:1]=2)[CH2:28][CH2:27]1, predict the reactants needed to synthesize it. The reactants are: [NH2:1][C:2]1[C:7]2[NH:8][C:9]([NH:11][C:12]3[C:17]([Cl:18])=[CH:16][CH:15]=[CH:14][C:13]=3[Cl:19])=[N:10][C:6]=2[CH:5]=[C:4]([C:20]([O:22][CH3:23])=[O:21])[C:3]=1[OH:24].Cl.[CH:26]1([C:29](=N)OCC)[CH2:28][CH2:27]1. (5) Given the product [C:40]([O:39][C:37](=[O:38])[CH2:36][N:10]1[C@H:9]([C:6]2[CH:7]=[CH:8][C:3]([C:1]#[N:2])=[CH:4][CH:5]=2)[C:14]([C:15]#[N:16])=[C:13]([CH3:17])[N:12]([C:18]2[CH:23]=[CH:22][CH:21]=[C:20]([C:24]([F:27])([F:25])[F:26])[CH:19]=2)[C:11]1=[O:28])([CH3:43])([CH3:42])[CH3:41], predict the reactants needed to synthesize it. The reactants are: [C:1]([C:3]1[CH:8]=[CH:7][C:6]([C@@H:9]2[C:14]([C:15]#[N:16])=[C:13]([CH3:17])[N:12]([C:18]3[CH:23]=[CH:22][CH:21]=[C:20]([C:24]([F:27])([F:26])[F:25])[CH:19]=3)[C:11](=[O:28])[NH:10]2)=[CH:5][CH:4]=1)#[N:2].C(=O)([O-])[O-].[K+].[K+].Br[CH2:36][C:37]([O:39][C:40]([CH3:43])([CH3:42])[CH3:41])=[O:38]. (6) Given the product [NH2:34][C:30]1[CH:29]=[CH:28][CH:27]=[C:26]2[C:31]=1[C:32](=[O:33])[C:14]1([NH:13][C:11](=[O:12])/[CH:10]=[CH:9]/[C:4]3[CH:5]=[CH:6][C:7]([Cl:8])=[C:2]([Cl:1])[CH:3]=3)[C:18]3[CH:19]=[CH:20][C:21]([CH:23]([CH3:24])[CH3:25])=[CH:22][C:17]=3[O:16][C:15]12[OH:37], predict the reactants needed to synthesize it. The reactants are: [Cl:1][C:2]1[CH:3]=[C:4](/[CH:9]=[CH:10]/[C:11]([NH:13][C:14]23[C:32](=[O:33])[C:31]4[C:26](=[CH:27][CH:28]=[CH:29][C:30]=4[N+:34]([O-])=O)[C:15]2([OH:37])[O:16][C:17]2[CH:22]=[C:21]([CH:23]([CH3:25])[CH3:24])[CH:20]=[CH:19][C:18]=23)=[O:12])[CH:5]=[CH:6][C:7]=1[Cl:8]. (7) Given the product [CH2:17]([C:18]1[NH:9][C:3]2[N:4]=[N:5][C:6]([I:8])=[CH:7][C:2]=2[CH:19]=1)[C:20]1[CH:25]=[CH:24][CH:23]=[CH:22][CH:21]=1, predict the reactants needed to synthesize it. The reactants are: I[C:2]1[CH:7]=[C:6]([I:8])[N:5]=[N:4][C:3]=1[NH2:9].CCN(CC)CC.[CH2:17]([C:20]1[CH:25]=[CH:24][CH:23]=[CH:22][CH:21]=1)[C:18]#[CH:19]. (8) Given the product [CH3:6][C:7]([CH3:11])=[CH:8][CH2:9][N:16]1[CH:17]=[CH:18][N:19]=[C:15]1[N+:12]([O-:14])=[O:13], predict the reactants needed to synthesize it. The reactants are: C(=O)(O)[O-].[Na+].[CH3:6][C:7]([CH3:11])=[CH:8][CH2:9]Br.[N+:12]([C:15]1[NH:16][CH:17]=[CH:18][N:19]=1)([O-:14])=[O:13]. (9) Given the product [CH3:26][C:27]1([CH3:35])[O:31][C@@H:30]([CH2:32][O:33][NH:34][C:4]([C:6]2[S:14][C:9]3=[CH:10][N:11]=[CH:12][CH:13]=[C:8]3[C:7]=2[NH:15][C:16]2[CH:21]=[CH:20][C:19]([I:22])=[CH:18][C:17]=2[F:23])=[O:5])[CH2:29][O:28]1, predict the reactants needed to synthesize it. The reactants are: C(O[C:4]([C:6]1[S:14][C:9]2=[CH:10][N:11]=[CH:12][CH:13]=[C:8]2[C:7]=1[NH:15][C:16]1[CH:21]=[CH:20][C:19]([I:22])=[CH:18][C:17]=1[F:23])=[O:5])C.[OH-].[Na+].[CH3:26][C:27]1([CH3:35])[O:31][C@@H:30]([CH2:32][O:33][NH2:34])[CH2:29][O:28]1.CCN=C=NCCCN(C)C.C1C=CC2N(O)N=NC=2C=1.CCN(C(C)C)C(C)C. (10) Given the product [C:18]([C:20]1[S:24][CH:23]=[N:22][C:21]=1[CH2:25][OH:26])#[CH:19], predict the reactants needed to synthesize it. The reactants are: [H-].C([Al+]CC(C)C)C(C)C.C1(C)C=CC=CC=1.[C:18]([C:20]1[S:24][CH:23]=[N:22][C:21]=1[C:25](OC)=[O:26])#[CH:19].Cl.